This data is from Experimentally validated miRNA-target interactions with 360,000+ pairs, plus equal number of negative samples. The task is: Binary Classification. Given a miRNA mature sequence and a target amino acid sequence, predict their likelihood of interaction. (1) The miRNA is hsa-miR-6815-3p with sequence UGGCUUCUCUUGCACACCCAG. The protein sequence of the target gene is MNIHRSTPITIARYGRSRNKTQDFEELSSIRSAEPSQSFSPNLGSPSPPETPNLSHCVSCIGKYLLLEPLEGDHVFRAVHLHSGEELVCKVFDISCYQESLAPCFCLSAHSNINQITEIILGETKAYVFFERSYGDMHSFVRTCKKLREEEAARLFYQIASAVAHCHDGGLVLRDLKLRKFIFKDEERTRVKLESLEDAYILRGDDDSLSDKHGCPAYVSPEILNTSGSYSGKAADVWSLGVMLYTMLVGRYPFHDIEPSSLFSKIRRGQFNIPETLSPKAKCLIRSILRREPSERLTSQ.... Result: 0 (no interaction). (2) The miRNA is hsa-miR-31-3p with sequence UGCUAUGCCAACAUAUUGCCAU. The protein sequence of the target gene is MRECLSIHIGQAGVQIGDACWELYCLEHGIQPDGFILDHQHDNLENPKVEHMNASLDTFFHETRAGKHVPRTLFMDLEPTVIDGIRVGRYHSLFHPEQLVNGKEDAANTYARGRYSVGSEVIELVLERIRKLAEQCSGLQGFLIYRSFGGGTGSGFTSLLMERLSVEYCKKIKLEFSVYPSPRISTAVVEPYNAILTTHSTIEYSDCAFMVDNEALYDICQHKLGIERPSYASINRLIAQVSSSITASLRFEGPLNVDLIEFQTNLVPYPRIHFPITALAPIISAEKAYQEQLSVSDVTA.... Result: 0 (no interaction). (3) The miRNA is mmu-miR-883a-3p with sequence UAACUGCAACAGCUCUCAGUAU. Result: 0 (no interaction). The protein sequence of the target gene is MTGFWVLCFVLFPSSLSYPESWMPLVNLTHHILRDTNSSLFSNCWVCLSTQTQRSLAVPAPLSIWTDTPMKLHLTYSVRPFSGSFSISDIERRLRLFRPLTASYSFHNPDRRAIAFLQLVSSTGIFRIITRITSVIYPHKDRFFESAQRPLWGPLFTETVLRSQAPLCISRFFKVSAYATFVGNLSASLCNYTMHISPSTSHENLDLSTTHTFKQAMKRPDAKWKNPLRFSGPPSLIFSKPAYYPCPTDIKHCHTSPATPWMHCPQAPFGTCYNLTLFEPDNSTHPVTMSVNPTHFKVKL.... (4) The miRNA is mmu-miR-181b-1-3p with sequence CUCACUGAACAAUGAAUGCAA. The protein sequence of the target gene is MGAPPPAPRSRLCGAWGPFPRVFAAGAVAADSPGFVEDREQRSGVSDPGSLESGWDRLRQLFAKDEQQRFSKEIDYIYRAAVSAGIIGWAYGGIPAFIYAKKRYIEQSQAEIYHNRFDAVQSAHRAATRGFIRYGWRWSWRTAVFVTIFNTVNTGLTVYRNKDAMSHFAIAGAVTGGLFRINLGVRGLVAGSIIGALLGAPMGSLLMALEKYSGETVQERRQKEWKALHEQRLEEWRSSLQVTELLPMEIESGLEKIQPEGDAQRIEELLSLPRNPSSPHQQSKH. Result: 0 (no interaction).